This data is from Full USPTO retrosynthesis dataset with 1.9M reactions from patents (1976-2016). The task is: Predict the reactants needed to synthesize the given product. (1) Given the product [Cl:12][C:13]1[CH:18]=[CH:17][C:16]([O:19][C:6]2[CH:5]=[CH:4][C:3]([C:9](=[O:11])[CH3:10])=[C:2]([CH3:20])[CH:7]=2)=[CH:15][CH:14]=1, predict the reactants needed to synthesize it. The reactants are: Br[C:2]1[CH:7]=[C:6](F)[CH:5]=[CH:4][C:3]=1[C:9](=[O:11])[CH3:10].[Cl:12][C:13]1[CH:18]=[CH:17][C:16]([OH:19])=[CH:15][CH:14]=1.[C:20]([O-])([O-])=O.[Cs+].[Cs+].O. (2) Given the product [Cl:24][C:25]1[N:26]=[CH:27][C:28]([O:31][CH2:2][C:3]2[N:13]([CH2:14][C:15]([CH3:18])([CH3:17])[CH3:16])[C:6]3[N:7]=[C:8]([C:11]#[N:12])[N:9]=[CH:10][C:5]=3[CH:4]=2)=[CH:29][CH:30]=1, predict the reactants needed to synthesize it. The reactants are: Br[CH2:2][C:3]1[N:13]([CH2:14][C:15]([CH3:18])([CH3:17])[CH3:16])[C:6]2[N:7]=[C:8]([C:11]#[N:12])[N:9]=[CH:10][C:5]=2[CH:4]=1.CN(C=O)C.[Cl:24][C:25]1[CH:30]=[CH:29][C:28]([OH:31])=[CH:27][N:26]=1.C([O-])([O-])=O.[K+].[K+]. (3) Given the product [Br:1][C:2]1[CH:7]=[CH:6][C:5]([N:8]2[C:9](=[O:12])[S:10][N:20]([CH2:18][CH3:19])[C:21]2=[O:22])=[CH:4][CH:3]=1, predict the reactants needed to synthesize it. The reactants are: [Br:1][C:2]1[CH:7]=[CH:6][C:5]([N:8]=[C:9]=[S:10])=[CH:4][CH:3]=1.Cl.[O-:12][Mn](=O)(=O)=O.[K+].[CH2:18]([N:20]=[C:21]=[O:22])[CH3:19]. (4) Given the product [NH2:24][CH2:23][C:14]1([OH:18])[C:15]2[C:11](=[CH:10][C:9]([O:8][CH2:1][C:2]3[CH:3]=[CH:4][CH:5]=[CH:6][CH:7]=3)=[CH:17][CH:16]=2)[CH2:12][CH2:13]1, predict the reactants needed to synthesize it. The reactants are: [CH2:1]([O:8][C:9]1[CH:10]=[C:11]2[C:15](=[CH:16][CH:17]=1)[C:14](=[O:18])[CH2:13][CH2:12]2)[C:2]1[CH:7]=[CH:6][CH:5]=[CH:4][CH:3]=1.C[Si]([C:23]#[N:24])(C)C.[H-].[Al+3].[Li+].[H-].[H-].[H-].[OH-].[Na+]. (5) Given the product [C:1]([O:5][CH3:6])(=[O:4])[CH:2]=[CH2:3].[C:1]([O:5][CH2:6][CH2:7][CH2:8][CH2:9][CH2:10][CH2:11][CH2:12][CH2:13][CH2:14][CH2:15][CH2:16][CH2:17][CH2:18][CH2:19][CH2:20][CH2:21][CH2:22][CH2:23][CH2:24][CH2:25][CH2:26][CH3:27])(=[O:4])[CH:2]=[CH2:3], predict the reactants needed to synthesize it. The reactants are: [C:1]([O:5][CH2:6][CH2:7][CH2:8][CH2:9][CH2:10][CH2:11][CH2:12][CH2:13][CH2:14][CH2:15][CH2:16][CH2:17][CH2:18][CH2:19][CH2:20][CH2:21][CH2:22][CH2:23][CH2:24][CH2:25][CH2:26][CH3:27])(=[O:4])[CH:2]=[CH2:3].C(OC)(=O)C=C.C(S)CCCCCCCCCCC. (6) Given the product [N:31]1([C:28]([CH:26]2[CH2:25][CH2:24][C:23]3[C:16]4[C:15]([NH:14][C:6]5[CH:7]=[C:8]6[C:12](=[CH:13][C:5]=5[O:4][CH:2]([CH3:3])[CH3:1])[NH:11][N:10]=[CH:9]6)=[N:20][CH:19]=[N:18][C:17]=4[S:21][C:22]=3[CH2:27]2)=[O:30])[CH2:34][CH2:33][CH2:32]1, predict the reactants needed to synthesize it. The reactants are: [CH3:1][CH:2]([O:4][C:5]1[CH:13]=[C:12]2[C:8]([CH:9]=[N:10][NH:11]2)=[CH:7][C:6]=1[NH:14][C:15]1[C:16]2[C:23]3[CH2:24][CH2:25][CH:26]([C:28]([OH:30])=O)[CH2:27][C:22]=3[S:21][C:17]=2[N:18]=[CH:19][N:20]=1)[CH3:3].[NH:31]1[CH2:34][CH2:33][CH2:32]1. (7) Given the product [CH3:1][O:2][C:3](=[O:4])[C:5]1[CH:10]=[CH:9][CH:8]=[CH:7][C:6]=1[S:11][C:15]1[C:16]2[CH:22]=[CH:21][CH:20]=[CH:19][C:17]=2[S:18][C:14]=1[CH3:13], predict the reactants needed to synthesize it. The reactants are: [CH3:1][O:2][C:3]([C:5]1[CH:10]=[CH:9][CH:8]=[CH:7][C:6]=1[S:11]Cl)=[O:4].[CH3:13][C:14]1[S:18][C:17]2[CH:19]=[CH:20][CH:21]=[CH:22][C:16]=2[CH:15]=1.[Cl-].[Al+3].[Cl-].[Cl-]. (8) Given the product [CH3:34][O:35][C:36]1[CH:43]=[CH:42][C:39]([CH2:40][CH:2]=[O:3])=[CH:38][C:37]=1[C:44]([F:47])([F:46])[F:45], predict the reactants needed to synthesize it. The reactants are: [Cl-].[CH3:2][O:3]C[P+](C1C=CC=CC=1)(C1C=CC=CC=1)C1C=CC=CC=1.C[Si]([N-][Si](C)(C)C)(C)C.[Na+].[CH3:34][O:35][C:36]1[CH:43]=[CH:42][C:39]([CH:40]=O)=[CH:38][C:37]=1[C:44]([F:47])([F:46])[F:45]. (9) Given the product [C:1]([C:4]1[NH:5][C:6](=[O:22])[N:7]([CH:9]2[CH2:10][CH2:11][N:12]([C:15]([O:17][C:18]([CH3:20])([CH3:19])[CH3:21])=[O:16])[CH2:13][CH2:14]2)[CH:8]=1)#[N:2], predict the reactants needed to synthesize it. The reactants are: [C:1]([C:4]1[NH:5][C:6](=[O:22])[N:7]([CH:9]2[CH2:14][CH2:13][N:12]([C:15]([O:17][C:18]([CH3:21])([CH3:20])[CH3:19])=[O:16])[CH2:11][CH2:10]2)[CH:8]=1)(=O)[NH2:2].P(Cl)(Cl)(Cl)=O.